Dataset: Forward reaction prediction with 1.9M reactions from USPTO patents (1976-2016). Task: Predict the product of the given reaction. (1) Given the reactants [CH:1]1([CH2:4][O:5][C:6]2[CH:7]=[C:8]([CH:28]=[CH:29][C:30]=2[O:31][CH2:32][CH:33]2[CH2:35][CH2:34]2)[C:9]([NH:11][C@H:12]2[C@@H:17]([C:18]3[CH:23]=[CH:22][C:21]([O:24][CH3:25])=[C:20]([O:26][CH3:27])[CH:19]=3)[CH2:16][CH:15]=[CH:14][CH2:13]2)=[O:10])[CH2:3][CH2:2]1.ClC1C=CC=C(C(OO)=[O:44])C=1, predict the reaction product. The product is: [CH:1]1([CH2:4][O:5][C:6]2[CH:7]=[C:8]([CH:28]=[CH:29][C:30]=2[O:31][CH2:32][CH:33]2[CH2:35][CH2:34]2)[C:9]([NH:11][CH:12]2[CH:17]([C:18]3[CH:23]=[CH:22][C:21]([O:24][CH3:25])=[C:20]([O:26][CH3:27])[CH:19]=3)[CH2:16][CH:15]3[CH:14]([O:44]3)[CH2:13]2)=[O:10])[CH2:2][CH2:3]1. (2) Given the reactants FC(F)(F)C(O)=O.C([O:12][C:13]([N:15]1[CH2:35][CH2:34][C:18]2[N:19]=[C:20]([NH:23][C:24](=[O:33])[C:25]3[CH:30]=[C:29]([Cl:31])[CH:28]=[C:27]([Cl:32])[CH:26]=3)[N:21]=[CH:22][C:17]=2[CH2:16]1)=O)(C)(C)C.CCN(C(C)C)C(C)C.[F:45][C:46]([F:57])([F:56])[C:47]1[CH:48]=[C:49]([CH:53]=[CH:54][CH:55]=1)C(O)=O.CCN=C=NCCCN(C)C.C1C=NC2N(O)N=NC=2C=1, predict the reaction product. The product is: [Cl:32][C:27]1[CH:26]=[C:25]([CH:30]=[C:29]([Cl:31])[CH:28]=1)[C:24]([NH:23][C:20]1[N:21]=[CH:22][C:17]2[CH2:16][N:15]([C:13](=[O:12])[C:54]3[CH:53]=[CH:49][CH:48]=[C:47]([C:46]([F:57])([F:56])[F:45])[CH:55]=3)[CH2:35][CH2:34][C:18]=2[N:19]=1)=[O:33]. (3) The product is: [C:27]([CH2:29][C:30]([NH:26][C@H:23]1[CH2:22][CH2:21][C@H:20]([CH2:19][CH2:18][N:15]2[CH2:16][CH2:17][CH:12]([C:11]3[C:6]4[CH2:5][CH2:4][O:3][C:7]=4[CH:8]=[CH:9][CH:10]=3)[CH2:13][CH2:14]2)[CH2:25][CH2:24]1)=[O:31])#[N:28]. Given the reactants Cl.Cl.[O:3]1[C:7]2[CH:8]=[CH:9][CH:10]=[C:11]([CH:12]3[CH2:17][CH2:16][N:15]([CH2:18][CH2:19][C@H:20]4[CH2:25][CH2:24][C@H:23]([NH2:26])[CH2:22][CH2:21]4)[CH2:14][CH2:13]3)[C:6]=2[CH2:5][CH2:4]1.[C:27]([CH2:29][C:30](O)=[O:31])#[N:28], predict the reaction product. (4) Given the reactants [Br:1][C:2]1[CH:7]=[CH:6][C:5]([O:8][CH3:9])=[CH:4][C:3]=1[O:10][CH2:11][CH:12](OCC)OCC.[OH-].[Na+], predict the reaction product. The product is: [Br:1][C:2]1[C:3]2[O:10][CH:11]=[CH:12][C:4]=2[C:5]([O:8][CH3:9])=[CH:6][CH:7]=1.